From a dataset of CYP2C19 inhibition data for predicting drug metabolism from PubChem BioAssay. Regression/Classification. Given a drug SMILES string, predict its absorption, distribution, metabolism, or excretion properties. Task type varies by dataset: regression for continuous measurements (e.g., permeability, clearance, half-life) or binary classification for categorical outcomes (e.g., BBB penetration, CYP inhibition). Dataset: cyp2c19_veith. (1) The drug is O=[N+]([O-])c1ccc(C2=Nn3c(nnc3-c3ccc(Cl)cc3)SC2)o1. The result is 1 (inhibitor). (2) The molecule is COC(=O)[C@@H]1[C@@H](O)[C@@]2(O)c3c(OC)cc(OC)cc3O[C@@]2(c2ccc(OC)cc2)[C@H]1c1ccccc1. The result is 0 (non-inhibitor). (3) The result is 0 (non-inhibitor). The compound is N#CCCn1c(=O)c(-c2ccc(F)cc2)nc2cnc(N3CCNCC3)nc21.